Dataset: Catalyst prediction with 721,799 reactions and 888 catalyst types from USPTO. Task: Predict which catalyst facilitates the given reaction. (1) Product: [CH3:35][N:32]1[CH:33]=[CH:34][C:29]([C:22]2[N:21]=[C:20]([C:17]3[CH:18]=[CH:19][N:15]([C:4]4([CH2:3][C:1]#[N:2])[CH2:5][N:6]([CH2:8][C:54]([F:65])([F:64])[F:53])[CH2:7]4)[N:16]=3)[N:25]3[CH:26]=[CH:27][N:28]=[C:24]3[CH:23]=2)=[CH:30][C:31]1=[O:36]. Reactant: [C:1]([CH2:3][C:4]1([N:15]2[CH:19]=[CH:18][C:17]([C:20]3[N:25]4[CH:26]=[CH:27][N:28]=[C:24]4[CH:23]=[C:22]([C:29]4[CH:34]=[CH:33][N:32]([CH3:35])[C:31](=[O:36])[CH:30]=4)[N:21]=3)=[N:16]2)[CH2:7][N:6]([C:8](OC(C)(C)C)=O)[CH2:5]1)#[N:2].Cl.O1CCOCC1.C(N(C(C)C)CC)(C)C.[F:53][C:54]([F:65])([F:64])S(OC[C:54]([F:65])([F:64])[F:53])(=O)=O. The catalyst class is: 138. (2) Reactant: [C:1]([NH:9][C:10]1[CH:15]=[CH:14][CH:13]=[CH:12][C:11]=1/[CH:16]=[CH:17]/[C:18]1[C:26]2[C:21](=[CH:22][CH:23]=[C:24](Br)[CH:25]=2)[NH:20][N:19]=1)(=[O:8])[C:2]1[CH:7]=[CH:6][CH:5]=[CH:4][CH:3]=1.[H-].[Na+].C([Li])CCC.CN(C)[CH:37]=[O:38]. Product: [C:1]([NH:9][C:10]1[CH:15]=[CH:14][CH:13]=[CH:12][C:11]=1/[CH:16]=[CH:17]/[C:18]1[C:26]2[C:21](=[CH:22][CH:23]=[C:24]([CH:37]=[O:38])[CH:25]=2)[NH:20][N:19]=1)(=[O:8])[C:2]1[CH:7]=[CH:6][CH:5]=[CH:4][CH:3]=1. The catalyst class is: 30. (3) Reactant: COC(=O)C(N1C(=O)CC[N:11]([C:16](=O)/[CH:17]=[CH:18]/[C:19]2C=CC(Cl)=C(Cl)C=2)CC1)CCO.[Cl:29][C:30]1[CH:31]=[C:32](/[CH:37]=[CH:38]/[C:39]([N:41]2[CH2:47][CH2:46][C:45](=[O:48])[N:44]([CH:49]3[CH2:53][CH2:52][O:51][C:50]3=[O:54])[CH2:43][CH2:42]2)=[O:40])[CH:33]=[CH:34][C:35]=1[Cl:36].N1CCCC1. Product: [Cl:29][C:30]1[CH:31]=[C:32](/[CH:37]=[CH:38]/[C:39]([N:41]2[CH2:47][CH2:46][C:45](=[O:48])[N:44]([CH:49]([C:50]([N:11]3[CH2:16][CH2:17][CH2:18][CH2:19]3)=[O:54])[CH2:53][CH2:52][OH:51])[CH2:43][CH2:42]2)=[O:40])[CH:33]=[CH:34][C:35]=1[Cl:36]. The catalyst class is: 14. (4) Reactant: Br[CH:2]1[CH:6]2[O:7][C:8](=[O:11])[CH:9]3[CH2:10][CH:3]1[CH2:4][CH:5]23.[OH-:12].[Na+].Cl. Product: [O:12]=[C:6]1[CH:5]2[CH2:4][CH:3]([CH2:10][CH:9]2[C:8]([OH:7])=[O:11])[CH2:2]1. The catalyst class is: 6. (5) Reactant: I[C:2]1[CH:9]=[CH:8][C:5]([CH:6]=[O:7])=[CH:4][CH:3]=1.[C:10]([S-:12])#[N:11].[K+].CN(C=O)C. Product: [S:12]([C:2]1[CH:9]=[CH:8][C:5]([CH:6]=[O:7])=[CH:4][CH:3]=1)[C:10]#[N:11]. The catalyst class is: 93. (6) Reactant: Br[C:2]1[CH:7]=[CH:6][C:5]([N:8]2[N:12]=[N:11][C:10]([C:13]3[CH:18]=[CH:17][CH:16]=[CH:15][N:14]=3)=[N:9]2)=[CH:4][CH:3]=1.[Br-].[N:20]1[CH:25]=[CH:24][CH:23]=[CH:22][C:21]=1[Zn+].Cl.CCOCC. Product: [N:20]1[CH:25]=[CH:24][CH:23]=[CH:22][C:21]=1[C:2]1[CH:7]=[CH:6][C:5]([N:8]2[N:12]=[N:11][C:10]([C:13]3[CH:18]=[CH:17][CH:16]=[CH:15][N:14]=3)=[N:9]2)=[CH:4][CH:3]=1. The catalyst class is: 1. (7) Reactant: IC1C=CC(C)=CC=1S(O)(=O)=O.OOS([O-])=O.[K+].[CH3:19][CH2:20][CH2:21][CH2:22][CH:23]([OH:28])[CH2:24][CH2:25][CH2:26][CH3:27]. Product: [CH3:19][CH2:20][CH2:21][CH2:22][C:23](=[O:28])[CH2:24][CH2:25][CH2:26][CH3:27]. The catalyst class is: 463.